This data is from Reaction yield outcomes from USPTO patents with 853,638 reactions. The task is: Predict the reaction yield, written as a fraction of the theoretical maximum amount of product (1.0 means a 100% yield; for example, 0.34 means a 34% yield). (1) The reactants are C(OC(=O)[NH:7][CH2:8][C@H:9]1[CH2:14][CH2:13][C@H:12]([CH2:15][NH:16][C:17]2[N:26]=[C:25]([N:27]([CH3:29])[CH3:28])[C:24]3[C:19](=[CH:20][CH:21]=[CH:22][CH:23]=3)[N:18]=2)[CH2:11][CH2:10]1)(C)(C)C.Cl.C([O-])(O)=O.[Na+]. The catalyst is CCOC(C)=O. The product is [NH2:7][CH2:8][C@H:9]1[CH2:14][CH2:13][C@H:12]([CH2:15][NH:16][C:17]2[N:26]=[C:25]([N:27]([CH3:29])[CH3:28])[C:24]3[C:19](=[CH:20][CH:21]=[CH:22][CH:23]=3)[N:18]=2)[CH2:11][CH2:10]1. The yield is 0.970. (2) The catalyst is C(O)C. The reactants are [F:1][C:2]1[CH:7]=[CH:6][C:5]([O:8][C:9]2[CH:16]=[CH:15][C:14]([CH:17]=[O:18])=[CH:13][C:10]=2[C:11]#[N:12])=[CH:4][C:3]=1[C:19]([F:22])([F:21])[F:20].[BH4-].[Na+]. The product is [F:1][C:2]1[CH:7]=[CH:6][C:5]([O:8][C:9]2[CH:16]=[CH:15][C:14]([CH2:17][OH:18])=[CH:13][C:10]=2[C:11]#[N:12])=[CH:4][C:3]=1[C:19]([F:20])([F:21])[F:22]. The yield is 0.700. (3) The reactants are [Br:1][C:2]1[CH:7]=[CH:6][C:5]([N:8]2[C:12]([CH3:13])=[N:11][N:10]=[N:9]2)=[C:4]([N+:14]([O-])=O)[CH:3]=1.[Cl-].[NH4+].O. The catalyst is CO.[Zn]. The product is [Br:1][C:2]1[CH:7]=[CH:6][C:5]([N:8]2[C:12]([CH3:13])=[N:11][N:10]=[N:9]2)=[C:4]([NH2:14])[CH:3]=1. The yield is 0.970. (4) The reactants are Cl[C:2]1[C:7]([CH:8]=[O:9])=[C:6]([N:10]2[CH:22]=[CH:21][C:20]3[N:19]4[C:14]([CH2:15][CH2:16][CH2:17][CH2:18]4)=[CH:13][C:12]=3[C:11]2=[O:23])[N:5]=[CH:4][CH:3]=1.[CH3:24][N:25]1[C:29]([CH3:30])=[CH:28][C:27]([NH:31][C:32]2[C:33](=[O:48])[N:34]([CH3:47])[CH:35]=[C:36](B3OC(C)(C)C(C)(C)O3)[CH:37]=2)=[N:26]1.C([O-])(=O)C.[Na+].[O-]P([O-])([O-])=O.[K+].[K+].[K+]. The catalyst is C1C=CC(P(C2C=CC=CC=2)[C-]2C=CC=C2)=CC=1.C1C=CC(P(C2C=CC=CC=2)[C-]2C=CC=C2)=CC=1.Cl[Pd]Cl.[Fe+2].O.C(#N)C. The product is [CH3:24][N:25]1[C:29]([CH3:30])=[CH:28][C:27]([NH:31][C:32]2[C:33](=[O:48])[N:34]([CH3:47])[CH:35]=[C:36]([C:2]3[C:7]([CH:8]=[O:9])=[C:6]([N:10]4[CH:22]=[CH:21][C:20]5[N:19]6[C:14]([CH2:15][CH2:16][CH2:17][CH2:18]6)=[CH:13][C:12]=5[C:11]4=[O:23])[N:5]=[CH:4][CH:3]=3)[CH:37]=2)=[N:26]1. The yield is 0.190. (5) The reactants are C[O:2][C:3]1[C:12]([CH3:13])=[C:11]2[C:6]([CH:7]=[C:8]([C:18]([O:20][CH2:21]C)=[O:19])[CH:9]([C:14]([F:17])([F:16])[F:15])[O:10]2)=[CH:5][CH:4]=1.B(Br)(Br)Br.CO. The catalyst is C(Cl)Cl. The product is [OH:2][C:3]1[C:12]([CH3:13])=[C:11]2[C:6]([CH:7]=[C:8]([C:18]([O:20][CH3:21])=[O:19])[CH:9]([C:14]([F:17])([F:15])[F:16])[O:10]2)=[CH:5][CH:4]=1. The yield is 0.800.